This data is from Peptide-MHC class I binding affinity with 185,985 pairs from IEDB/IMGT. The task is: Regression. Given a peptide amino acid sequence and an MHC pseudo amino acid sequence, predict their binding affinity value. This is MHC class I binding data. (1) The peptide sequence is RRRQWASCM. The MHC is HLA-C07:01 with pseudo-sequence HLA-C07:01. The binding affinity (normalized) is 0.703. (2) The peptide sequence is KAGQYVTIW. The MHC is HLA-B44:03 with pseudo-sequence HLA-B44:03. The binding affinity (normalized) is 0. (3) The peptide sequence is LILSCIFAFI. The MHC is HLA-B35:01 with pseudo-sequence HLA-B35:01. The binding affinity (normalized) is 0.0289. (4) The peptide sequence is AEMKTDAATL. The MHC is HLA-A02:03 with pseudo-sequence HLA-A02:03. The binding affinity (normalized) is 0.690.